This data is from Catalyst prediction with 721,799 reactions and 888 catalyst types from USPTO. The task is: Predict which catalyst facilitates the given reaction. Reactant: N#N.[CH3:3][C:4]1([C:9]2[N:10]=[C:11]([CH2:14][OH:15])[O:12][CH:13]=2)[O:8][CH2:7][CH2:6][O:5]1.CCN(CC)CC.[S:23](Cl)([CH3:26])(=[O:25])=[O:24]. Product: [CH3:26][S:23]([O:15][CH2:14][C:11]1[O:12][CH:13]=[C:9]([C:4]2([CH3:3])[O:8][CH2:7][CH2:6][O:5]2)[N:10]=1)(=[O:25])=[O:24]. The catalyst class is: 64.